Task: Predict the reactants needed to synthesize the given product.. Dataset: Full USPTO retrosynthesis dataset with 1.9M reactions from patents (1976-2016) (1) Given the product [CH2:11]([O:10][P:9]([CH2:7][C:5]1[S:6][C:2]([Br:1])=[CH:3][N:4]=1)(=[O:16])[O:13][CH2:14][CH3:15])[CH3:12], predict the reactants needed to synthesize it. The reactants are: [Br:1][C:2]1[S:6][C:5]([CH2:7]Br)=[N:4][CH:3]=1.[P:9]([O:16]CC)([O:13][CH2:14][CH3:15])[O:10][CH2:11][CH3:12]. (2) Given the product [NH4+:2].[OH-:28].[NH2:26][CH2:25][CH2:24][CH2:23][C:22]1[N:17]2[CH:18]=[CH:19][CH:20]=[CH:21][C:16]2=[N:15][C:14]=1[CH2:13][N:2]([CH3:1])[C@@H:3]1[C:12]2[N:11]=[CH:10][CH:9]=[CH:8][C:7]=2[CH2:6][CH2:5][CH2:4]1, predict the reactants needed to synthesize it. The reactants are: [CH3:1][N:2]([CH2:13][C:14]1[N:15]=[C:16]2[CH:21]=[CH:20][CH:19]=[CH:18][N:17]2[C:22]=1[CH2:23][CH2:24][CH2:25][NH:26]C(=O)[O:28]C(C)(C)C)[C@@H:3]1[C:12]2[N:11]=[CH:10][CH:9]=[CH:8][C:7]=2[CH2:6][CH2:5][CH2:4]1. (3) Given the product [CH3:14][C:12]([C:15]1[CH:16]=[C:17]2[C:22](=[CH:23][CH:24]=1)[N:21]=[C:20]([C:25]#[N:26])[CH:19]=[CH:18]2)([O:11][Si:2]([CH3:3])([CH3:4])[CH3:5])[CH3:13], predict the reactants needed to synthesize it. The reactants are: C[Si:2]([C:5]#N)([CH3:4])[CH3:3].CN(C)C.[OH:11][C:12]([C:15]1[CH:16]=[C:17]2[C:22](=[CH:23][CH:24]=1)[N:21]=[C:20]([C:25]#[N:26])[CH:19]=[CH:18]2)([CH3:14])[CH3:13]. (4) Given the product [N:1]1([S:11]([C:14]2[CH:22]=[CH:21][C:17]([C:18]([NH:34][C:31]3[S:32][CH:33]=[C:29]([C:24]4[CH:25]=[CH:26][CH:27]=[CH:28][N:23]=4)[N:30]=3)=[O:20])=[CH:16][CH:15]=2)(=[O:12])=[O:13])[C:10]2[C:5](=[CH:6][CH:7]=[CH:8][CH:9]=2)[CH2:4][CH2:3][CH2:2]1, predict the reactants needed to synthesize it. The reactants are: [N:1]1([S:11]([C:14]2[CH:22]=[CH:21][C:17]([C:18]([OH:20])=O)=[CH:16][CH:15]=2)(=[O:13])=[O:12])[C:10]2[C:5](=[CH:6][CH:7]=[CH:8][CH:9]=2)[CH2:4][CH2:3][CH2:2]1.[N:23]1[CH:28]=[CH:27][CH:26]=[CH:25][C:24]=1[C:29]1[N:30]=[C:31]([NH2:34])[S:32][CH:33]=1. (5) Given the product [Br:27][C:28]1[CH:29]=[CH:30][C:31]([C:34]([N:5]2[CH2:6][C@@H:1]3[CH2:7][C@H:4]2[CH2:3][N:2]3[C:8]([C@@H:10]([NH:15][C:16]([C:18]2[NH:19][C:20]3[C:25]([CH:26]=2)=[CH:24][CH:23]=[CH:22][CH:21]=3)=[O:17])[C:11]([CH3:14])([CH3:13])[CH3:12])=[O:9])=[O:35])=[N:32][CH:33]=1, predict the reactants needed to synthesize it. The reactants are: [C@H:1]12[CH2:7][C@H:4]([NH:5][CH2:6]1)[CH2:3][N:2]2[C:8]([C@@H:10]([NH:15][C:16]([C:18]1[NH:19][C:20]2[C:25]([CH:26]=1)=[CH:24][CH:23]=[CH:22][CH:21]=2)=[O:17])[C:11]([CH3:14])([CH3:13])[CH3:12])=[O:9].[Br:27][C:28]1[CH:29]=[CH:30][C:31]([C:34](O)=[O:35])=[N:32][CH:33]=1.C(Cl)CCl.C1C=CC2N(O)N=NC=2C=1.CN1CCOCC1. (6) Given the product [O:1]1[C:5]2[CH:6]=[CH:7][C:8]([CH:10]3[CH2:15][CH2:14][CH2:13][CH2:12][N:11]3[CH2:33][C:32]3[N:28]([CH2:24][CH2:25][CH2:26][CH3:27])[C:29]([C:36]4[C:37]([CH3:43])=[CH:38][CH:39]=[CH:40][C:41]=4[CH3:42])=[N:30][C:31]=3[Cl:35])=[CH:9][C:4]=2[O:3][CH2:2]1, predict the reactants needed to synthesize it. The reactants are: [O:1]1[C:5]2[CH:6]=[CH:7][C:8]([CH:10]3[CH2:15][CH2:14][CH2:13][CH2:12][NH:11]3)=[CH:9][C:4]=2[O:3][CH2:2]1.C(=O)([O-])[O-].[K+].[K+].[I-].[K+].[CH2:24]([N:28]1[C:32]([CH2:33]Cl)=[C:31]([Cl:35])[N:30]=[C:29]1[C:36]1[C:41]([CH3:42])=[CH:40][CH:39]=[CH:38][C:37]=1[CH3:43])[CH2:25][CH2:26][CH3:27]. (7) Given the product [CH2:1]([O:3][C:4](=[O:31])[C:5]([O:8][C:9]1[CH:14]=[CH:13][C:12]([CH2:15][N:16]([C:17]2[N:18]([CH3:29])[N:19]=[C:20]([C:22]3[CH:23]=[CH:24][C:25]([Cl:28])=[CH:26][CH:27]=3)[CH:21]=2)[CH2:38][CH3:39])=[CH:11][C:10]=1[CH3:30])([CH3:6])[CH3:7])[CH3:2], predict the reactants needed to synthesize it. The reactants are: [CH2:1]([O:3][C:4](=[O:31])[C:5]([O:8][C:9]1[CH:14]=[CH:13][C:12]([CH2:15][NH:16][C:17]2[N:18]([CH3:29])[N:19]=[C:20]([C:22]3[CH:27]=[CH:26][C:25]([Cl:28])=[CH:24][CH:23]=3)[CH:21]=2)=[CH:11][C:10]=1[CH3:30])([CH3:7])[CH3:6])[CH3:2].C([O-])([O-])=O.[Cs+].[Cs+].[CH2:38](I)[CH3:39]. (8) Given the product [CH:43]1([CH2:48][C:49]([NH:1][C@@H:2]2[C:16](=[O:17])[N:15]3[CH2:18][C@H:19]([O:21][C:22]4[C:23]5[S:36][CH:35]=[CH:34][C:24]=5[N:25]=[C:26]([C:28]5[N:32]([CH3:33])[N:31]=[CH:30][CH:29]=5)[N:27]=4)[CH2:20][C@H:14]3[C:13](=[O:37])[NH:12][C@:11]3([C:39]([O:41][CH3:42])=[O:40])[CH2:38][C@H:10]3[CH:9]=[CH:8][CH2:7][CH2:6][CH2:5][CH2:4][CH2:3]2)=[O:50])[CH2:47][CH2:46][CH2:45][CH2:44]1, predict the reactants needed to synthesize it. The reactants are: [NH2:1][C@@H:2]1[C:16](=[O:17])[N:15]2[CH2:18][C@H:19]([O:21][C:22]3[C:23]4[S:36][CH:35]=[CH:34][C:24]=4[N:25]=[C:26]([C:28]4[N:32]([CH3:33])[N:31]=[CH:30][CH:29]=4)[N:27]=3)[CH2:20][C@H:14]2[C:13](=[O:37])[NH:12][C@:11]2([C:39]([O:41][CH3:42])=[O:40])[CH2:38][C@H:10]2[CH:9]=[CH:8][CH2:7][CH2:6][CH2:5][CH2:4][CH2:3]1.[CH:43]1([CH2:48][C:49](O)=[O:50])[CH2:47][CH2:46][CH2:45][CH2:44]1.